This data is from Catalyst prediction with 721,799 reactions and 888 catalyst types from USPTO. The task is: Predict which catalyst facilitates the given reaction. (1) Product: [Br:8][C:5]1[CH:6]=[CH:7][C:2]2[NH:1][C:12](=[O:13])[CH2:11][S:9][C:3]=2[CH:4]=1. The catalyst class is: 18. Reactant: [NH2:1][C:2]1[CH:7]=[CH:6][C:5]([Br:8])=[CH:4][C:3]=1[SH:9].Br[CH2:11][C:12](OCC)=[O:13].C(=O)(O)[O-].[Na+]. (2) Reactant: C[O:2][C:3]1[CH:4]=[CH:5][C:6]2[O:10][C:9]([C:11]3[CH:16]=[CH:15][C:14]([OH:17])=[CH:13][C:12]=3[CH3:18])=[CH:8][C:7]=2[CH:19]=1.N1C(=O)CC[C@H]1C(O)=O.Cl.Cl. Product: [OH:17][C:14]1[CH:15]=[CH:16][C:11]([C:9]2[O:10][C:6]3[CH:5]=[CH:4][C:3]([OH:2])=[CH:19][C:7]=3[CH:8]=2)=[C:12]([CH3:18])[CH:13]=1. The catalyst class is: 25. (3) Reactant: [CH3:1][C:2]1([C:20]#[N:21])[C:7]2[N:8]=[C:9]([C:11]3[CH:16]=[CH:15][N:14]=[C:13]4[NH:17][N:18]=[CH:19][C:12]=34)[S:10][C:6]=2[CH2:5][CH2:4][CH2:3]1.[H-].[H-].[H-].[H-].[Li+].[Al+3]. Product: [CH3:1][C:2]1([CH2:20][NH2:21])[C:7]2[N:8]=[C:9]([C:11]3[CH:16]=[CH:15][N:14]=[C:13]4[NH:17][N:18]=[CH:19][C:12]=34)[S:10][C:6]=2[CH2:5][CH2:4][CH2:3]1. The catalyst class is: 1. (4) Reactant: [O:1]1[C:5]2[CH:6]=[CH:7][C:8]([C:10]([NH:12][CH2:13][C:14]3[CH:15]=[C:16]([C:20]4[CH:25]=[CH:24][CH:23]=[C:22]([C:26]([OH:28])=O)[CH:21]=4)[CH:17]=[CH:18][CH:19]=3)=[O:11])=[CH:9][C:4]=2[O:3][CH2:2]1.[N:29]1(C(OC(C)(C)C)=O)[CH2:34][CH2:33][NH:32][CH2:31][CH2:30]1.CCN(C(C)C)C(C)C.C1CN([P+](ON2N=NC3C=CC=CC2=3)(N2CCCC2)N2CCCC2)CC1.F[P-](F)(F)(F)(F)F. Product: [N:29]1([C:26]([C:22]2[CH:21]=[C:20]([C:16]3[CH:17]=[CH:18][CH:19]=[C:14]([CH2:13][NH:12][C:10]([C:8]4[CH:7]=[CH:6][C:5]5[O:1][CH2:2][O:3][C:4]=5[CH:9]=4)=[O:11])[CH:15]=3)[CH:25]=[CH:24][CH:23]=2)=[O:28])[CH2:34][CH2:33][NH:32][CH2:31][CH2:30]1. The catalyst class is: 37. (5) Product: [N:1]1[CH:6]=[C:5]([NH:7][C:15](=[O:16])[O:17][CH2:18][C:19]([Cl:22])([Cl:21])[Cl:20])[CH:4]=[N:3][CH:2]=1. Reactant: [N:1]1[CH:6]=[C:5]([NH2:7])[CH:4]=[N:3][CH:2]=1.N1C=CC=CC=1.Cl[C:15]([O:17][CH2:18][C:19]([Cl:22])([Cl:21])[Cl:20])=[O:16]. The catalyst class is: 7. (6) Reactant: [F:1][C:2]([F:33])([CH:21]([O:26][CH:27]1[CH2:32][CH2:31][CH2:30][CH2:29][O:28]1)[CH2:22][CH2:23][CH2:24][CH3:25])/[CH:3]=[CH:4]/[C@H:5]1[C@H:9]([OH:10])[CH2:8][C@H:7]([OH:11])[C@@H:6]1[CH2:12]/[CH:13]=[CH:14]\[CH2:15][CH2:16][CH2:17][C:18]([OH:20])=[O:19].CC(C)=O.OS(O)(=O)=O.O=[Cr](=O)=O. Product: [F:33][C:2]([F:1])([CH:21]([O:26][CH:27]1[CH2:32][CH2:31][CH2:30][CH2:29][O:28]1)[CH2:22][CH2:23][CH2:24][CH3:25])/[CH:3]=[CH:4]/[C@H:5]1[C:9](=[O:10])[CH2:8][C@H:7]([OH:11])[C@@H:6]1[CH2:12]/[CH:13]=[CH:14]\[CH2:15][CH2:16][CH2:17][C:18]([OH:20])=[O:19].[F:33][C:2]([F:1])([CH:21]([O:26][CH:27]1[CH2:32][CH2:31][CH2:30][CH2:29][O:28]1)[CH2:22][CH2:23][CH2:24][CH3:25])/[CH:3]=[CH:4]/[C@H:5]1[C@H:9]([OH:10])[CH2:8][C:7](=[O:11])[C@@H:6]1[CH2:12]/[CH:13]=[CH:14]\[CH2:15][CH2:16][CH2:17][C:18]([OH:20])=[O:19]. The catalyst class is: 372. (7) Reactant: [CH2:1]([O:8][C:9]1[CH:14]=[CH:13][C:12]([C:15]2[NH:36][C:18]3=[N:19][C:20]([CH:23]4[CH2:28][CH2:27][N:26](C(OC(C)(C)C)=O)[CH2:25][CH2:24]4)=[CH:21][CH:22]=[C:17]3[N:16]=2)=[CH:11][CH:10]=1)[C:2]1[CH:7]=[CH:6][CH:5]=[CH:4][CH:3]=1.C(Cl)Cl.C(O)(C(F)(F)F)=O.[OH-].[Na+]. Product: [CH2:1]([O:8][C:9]1[CH:14]=[CH:13][C:12]([C:15]2[NH:36][C:18]3=[N:19][C:20]([CH:23]4[CH2:28][CH2:27][NH:26][CH2:25][CH2:24]4)=[CH:21][CH:22]=[C:17]3[N:16]=2)=[CH:11][CH:10]=1)[C:2]1[CH:3]=[CH:4][CH:5]=[CH:6][CH:7]=1. The catalyst class is: 250. (8) Reactant: [Br:1][C:2]1[CH:3]=[C:4]([NH2:9])[C:5]([NH2:8])=[CH:6][CH:7]=1.[CH:10](OC)(OC)OC.Cl.C([O-])(O)=O.[Na+]. Product: [Br:1][C:2]1[CH:7]=[CH:6][C:5]2[NH:8][CH:10]=[N:9][C:4]=2[CH:3]=1. The catalyst class is: 18.